The task is: Regression. Given two drug SMILES strings and cell line genomic features, predict the synergy score measuring deviation from expected non-interaction effect.. This data is from Merck oncology drug combination screen with 23,052 pairs across 39 cell lines. (1) Cell line: A2058. Drug 2: CCN(CC)CCNC(=O)c1c(C)[nH]c(C=C2C(=O)Nc3ccc(F)cc32)c1C. Synergy scores: synergy=-14.4. Drug 1: CN(Cc1cnc2nc(N)nc(N)c2n1)c1ccc(C(=O)NC(CCC(=O)O)C(=O)O)cc1. (2) Drug 1: C#Cc1cccc(Nc2ncnc3cc(OCCOC)c(OCCOC)cc23)c1. Drug 2: O=C(NOCC(O)CO)c1ccc(F)c(F)c1Nc1ccc(I)cc1F. Cell line: EFM192B. Synergy scores: synergy=9.49.